This data is from Reaction yield outcomes from USPTO patents with 853,638 reactions. The task is: Predict the reaction yield, written as a fraction of the theoretical maximum amount of product (1.0 means a 100% yield; for example, 0.34 means a 34% yield). The reactants are [Br:1][CH2:2][C:3]1[CH:8]=[C:7]([O:9][CH3:10])[CH:6]=[CH:5][C:4]=1[F:11].[C:12]1([P:18]([C:25]2[CH:30]=[CH:29][CH:28]=[CH:27][CH:26]=2)[C:19]2[CH:24]=[CH:23][CH:22]=[CH:21][CH:20]=2)[CH:17]=[CH:16][CH:15]=[CH:14][CH:13]=1. The catalyst is C1(C)C=CC=CC=1. The product is [Br-:1].[F:11][C:4]1[CH:5]=[CH:6][C:7]([O:9][CH3:10])=[CH:8][C:3]=1[CH2:2][P+:18]([C:19]1[CH:20]=[CH:21][CH:22]=[CH:23][CH:24]=1)([C:25]1[CH:30]=[CH:29][CH:28]=[CH:27][CH:26]=1)[C:12]1[CH:13]=[CH:14][CH:15]=[CH:16][CH:17]=1. The yield is 0.620.